This data is from Experimentally validated miRNA-target interactions with 360,000+ pairs, plus equal number of negative samples. The task is: Binary Classification. Given a miRNA mature sequence and a target amino acid sequence, predict their likelihood of interaction. The miRNA is hsa-miR-4291 with sequence UUCAGCAGGAACAGCU. The protein sequence of the target gene is MVLPTCPMAEFALPRHSAVMERLRRRIELCRRHHSTCEARYEAVSPERLELERQHTFALHQRCIQAKAKRAGKHRQPPAATAPAPAAPAPRLDAADGPEHGRPATHLHDTVKRNLDSATSPQNGDQQNGYGDLFPGHKKTRREAPLGVAISSNGLPPASPLGQSDKPSGADALQSSGKHSLGLDSLNKKRLADSSLHLNGGSNPSESFPLSLNKELKQEPVEDLPCMITGTVGSISQSNLMPDLNLNEQEWKELIEELNRSVPDEDMKDLFNEDFEEKKDPESSGSATQTPLAQDINIKT.... Result: 1 (interaction).